This data is from Full USPTO retrosynthesis dataset with 1.9M reactions from patents (1976-2016). The task is: Predict the reactants needed to synthesize the given product. (1) Given the product [Cl:1][C:2]1[N:7]=[C:6]([N:8]2[CH2:13][CH2:12][O:11][CH2:10][C@H:9]2[CH3:14])[CH:5]=[C:4]([CH2:15][S@@:16]([CH3:17])=[O:26])[N:3]=1, predict the reactants needed to synthesize it. The reactants are: [Cl:1][C:2]1[N:7]=[C:6]([N:8]2[CH2:13][CH2:12][O:11][CH2:10][C@H:9]2[CH3:14])[CH:5]=[C:4]([CH2:15][S:16][CH3:17])[N:3]=1.C1C=C(Cl)C=C(C(OO)=[O:26])C=1. (2) Given the product [C:11]([OH:13])(=[O:19])[CH3:12].[C:1]([O:5][C:6]([N:8]1[CH2:12][C@@H:11]([O:13][CH3:14])[C@H:10]([CH2:15][NH2:16])[CH2:9]1)=[O:7])([CH3:4])([CH3:3])[CH3:2], predict the reactants needed to synthesize it. The reactants are: [C:1]([O:5][C:6]([N:8]1[CH2:12][C@@H:11]([O:13][CH3:14])[C@H:10]([C:15]#[N:16])[CH2:9]1)=[O:7])([CH3:4])([CH3:3])[CH3:2].CC[OH:19]. (3) Given the product [Cl:27][C:26]([Cl:29])([Cl:28])[CH2:25][O:24][C:22]([NH:1][CH:2]1[CH2:7][CH2:6][CH2:5][N:4]([C:8]([O:10][C:11]([CH3:14])([CH3:13])[CH3:12])=[O:9])[CH2:3]1)=[O:23], predict the reactants needed to synthesize it. The reactants are: [NH2:1][CH:2]1[CH2:7][CH2:6][CH2:5][N:4]([C:8]([O:10][C:11]([CH3:14])([CH3:13])[CH3:12])=[O:9])[CH2:3]1.N1C=CC=CC=1.Cl[C:22]([O:24][CH2:25][C:26]([Cl:29])([Cl:28])[Cl:27])=[O:23].O. (4) The reactants are: [C:1]([C:5]1[CH:10]=[C:9]([F:11])[CH:8]=[CH:7][C:6]=1[OH:12])([CH3:4])([CH3:3])[CH3:2].CCN(CC)CC.Cl[C:21]([O:23][CH3:24])=[O:22]. Given the product [C:21](=[O:22])([O:23][CH3:24])[O:12][C:6]1[CH:7]=[CH:8][C:9]([F:11])=[CH:10][C:5]=1[C:1]([CH3:4])([CH3:2])[CH3:3], predict the reactants needed to synthesize it.